This data is from Reaction yield outcomes from USPTO patents with 853,638 reactions. The task is: Predict the reaction yield, written as a fraction of the theoretical maximum amount of product (1.0 means a 100% yield; for example, 0.34 means a 34% yield). (1) The reactants are [C:1]([C:3]1[C:4]([F:24])=[CH:5][C:6]([O:22]C)=[C:7]([CH:21]=1)[C:8]([NH:10][CH2:11][C:12]1[CH:17]=[CH:16][CH:15]=[C:14]([N+:18]([O-:20])=[O:19])[CH:13]=1)=[O:9])#[N:2].B(Br)(Br)Br. The catalyst is ClCCl. The product is [C:1]([C:3]1[C:4]([F:24])=[CH:5][C:6]([OH:22])=[C:7]([CH:21]=1)[C:8]([NH:10][CH2:11][C:12]1[CH:17]=[CH:16][CH:15]=[C:14]([N+:18]([O-:20])=[O:19])[CH:13]=1)=[O:9])#[N:2]. The yield is 0.590. (2) The yield is 0.690. The product is [CH3:37][O:38][C:39](=[O:51])[C:40]1[CH:45]=[CH:44][C:43]([C:46]#[C:47]/[CH:48]=[CH:49]/[C:6]2[CH:7]=[CH:8][C:3]([CH:1]=[O:2])=[CH:4][CH:5]=2)=[CH:42][CH:41]=1. The reactants are [CH:1]([C:3]1[CH:8]=[CH:7][C:6](B(O)O)=[CH:5][CH:4]=1)=[O:2].C1(P(C2C=CC=CC=2)C2C=CC=CC=2)C=CC=CC=1.C(=O)([O-])[O-].[K+].[K+].[CH3:37][O:38][C:39](=[O:51])[C:40]1[CH:45]=[CH:44][C:43]([C:46]#[C:47]/[CH:48]=[CH:49]/Cl)=[CH:42][CH:41]=1. The catalyst is Cl[Pd](Cl)([P](C1C=CC=CC=1)(C1C=CC=CC=1)C1C=CC=CC=1)[P](C1C=CC=CC=1)(C1C=CC=CC=1)C1C=CC=CC=1.C(OCC)(=O)C.C(O)C.C1(C)C=CC=CC=1. (3) The reactants are [Br:1][C:2]1[CH:21]=[CH:20][C:5]([CH2:6][C:7]2[NH:8][CH:9]=[C:10]([C:12]3[CH:17]=[CH:16][C:15]([Cl:18])=[CH:14][C:13]=3[Cl:19])[N:11]=2)=[CH:4][CH:3]=1.[CH3:22][O:23][C:24](=[O:36])[C:25]1[CH:30]=[C:29](F)[CH:28]=[CH:27][C:26]=1[C:32]([F:35])([F:34])[F:33]. No catalyst specified. The product is [CH3:22][O:23][C:24](=[O:36])[C:25]1[CH:30]=[C:29]([N:8]2[CH:9]=[C:10]([C:12]3[CH:17]=[CH:16][C:15]([Cl:18])=[CH:14][C:13]=3[Cl:19])[N:11]=[C:7]2[CH2:6][C:5]2[CH:20]=[CH:21][C:2]([Br:1])=[CH:3][CH:4]=2)[CH:28]=[CH:27][C:26]=1[C:32]([F:33])([F:35])[F:34]. The yield is 0.670. (4) The reactants are [CH3:1][C:2]1[C:3]([CH2:8][N:9]([CH2:16][C:17]2[C:22]([CH3:23])=[CH:21][CH:20]=[CH:19][N:18]=2)[CH:10]2[CH2:15][CH2:14][NH:13][CH2:12][CH2:11]2)=[N:4][CH:5]=[CH:6][CH:7]=1.[BH3-]C#N.[Na+].[NH:28]1[CH:32]=[CH:31][N:30]=[C:29]1[CH:33]=O. The catalyst is CO. The product is [NH:28]1[CH:32]=[CH:31][N:30]=[C:29]1[CH2:33][N:13]1[CH2:14][CH2:15][CH:10]([N:9]([CH2:16][C:17]2[C:22]([CH3:23])=[CH:21][CH:20]=[CH:19][N:18]=2)[CH2:8][C:3]2[C:2]([CH3:1])=[CH:7][CH:6]=[CH:5][N:4]=2)[CH2:11][CH2:12]1. The yield is 0.310. (5) The yield is 1.00. The reactants are [O:1]=[S:2]1(=[O:25])[N:7]([CH:8]2[CH2:13][CH2:12][N:11](CC3C=CC=CC=3)[CH2:10][CH2:9]2)[CH2:6][C:5]2[CH:21]=[CH:22][CH:23]=[CH:24][C:4]=2[NH:3]1. The catalyst is [Pd]. The product is [O:25]=[S:2]1(=[O:1])[N:7]([CH:8]2[CH2:9][CH2:10][NH:11][CH2:12][CH2:13]2)[CH2:6][C:5]2[CH:21]=[CH:22][CH:23]=[CH:24][C:4]=2[NH:3]1. (6) The reactants are [O:1]1[C:5]2[CH:6]=[CH:7][C:8]([CH2:10][NH:11][C:12]([C:14]3[CH:15]=[C:16]4[C:21](=[CH:22][CH:23]=3)[N:20]([CH3:24])[C:19](=[O:25])[NH:18][C:17]4=[O:26])=[O:13])=[CH:9][C:4]=2[O:3][CH2:2]1.CN(C=O)C.C([O-])([O-])=O.[K+].[K+].[CH2:38](Br)[CH:39]=[CH:40][C:41]1[CH:46]=[CH:45][CH:44]=[CH:43][CH:42]=1. The catalyst is CCOCC.CS(C)=O.C(Cl)Cl.CO. The product is [O:1]1[C:5]2[CH:6]=[CH:7][C:8]([CH2:10][NH:11][C:12]([C:14]3[CH:15]=[C:16]4[C:21](=[CH:22][CH:23]=3)[N:20]([CH3:24])[C:19](=[O:25])[N:18]([CH2:38]/[CH:39]=[CH:40]/[C:41]3[CH:46]=[CH:45][CH:44]=[CH:43][CH:42]=3)[C:17]4=[O:26])=[O:13])=[CH:9][C:4]=2[O:3][CH2:2]1. The yield is 0.510. (7) The reactants are [CH3:1][O:2][C:3]([C:5]1[CH:6]=[C:7]2[C:11](=[CH:12][CH:13]=1)[CH2:10][CH2:9][C@H:8]2[NH2:14])=[O:4].[F:15][C:16]([F:27])([F:26])[C:17](O[C:17](=[O:18])[C:16]([F:27])([F:26])[F:15])=[O:18]. The catalyst is C(Cl)Cl. The product is [F:15][C:16]([F:27])([F:26])[C:17]([NH:14][C@H:8]1[C:7]2[C:11](=[CH:12][CH:13]=[C:5]([C:3]([O:2][CH3:1])=[O:4])[CH:6]=2)[CH2:10][CH2:9]1)=[O:18]. The yield is 0.920. (8) The yield is 0.960. The reactants are [OH:1][C:2]1[CH:30]=[CH:29][C:5]([C:6]([O:8][C@@H:9]2[CH2:18][C:17]3[C:12](=[CH:13][C:14]([OH:20])=[CH:15][C:16]=3[OH:19])[O:11][C@@H:10]2[C:21]2[CH:26]=[CH:25][C:24]([OH:27])=[C:23]([OH:28])[CH:22]=2)=[O:7])=[CH:4][CH:3]=1. The product is [C:6]([OH:8])(=[O:7])[CH3:5].[C:6]([OH:8])(=[O:7])[CH3:5].[C:6]([OH:8])(=[O:7])[CH3:5].[C:6]([OH:8])(=[O:7])[CH3:5].[C:6]([OH:8])(=[O:7])[CH3:5].[OH:1][C:2]1[CH:3]=[CH:4][C:5]([C:6]([O:8][C@@H:9]2[CH2:18][C:17]3[C:12](=[CH:13][C:14]([OH:20])=[CH:15][C:16]=3[OH:19])[O:11][C@@H:10]2[C:21]2[CH:26]=[CH:25][C:24]([OH:27])=[C:23]([OH:28])[CH:22]=2)=[O:7])=[CH:29][CH:30]=1. The catalyst is C(Cl)(Cl)Cl. (9) The reactants are [OH:1][C:2]([CH3:35])([CH3:34])[CH2:3][C@@:4]1([C:28]2[CH:33]=[CH:32][CH:31]=[CH:30][CH:29]=2)[O:9][C:8](=[O:10])[N:7]([C@H:11]([C:13]2[CH:18]=[CH:17][C:16](B3OC(C)(C)C(C)(C)O3)=[CH:15][CH:14]=2)[CH3:12])[CH2:6][CH2:5]1.Br[C:37]1[CH:38]=[CH:39][C:40]([C:43]2([CH3:50])[CH2:47][CH2:46][N:45]([CH3:48])[C:44]2=[O:49])=[N:41][CH:42]=1. No catalyst specified. The product is [CH3:48][N:45]1[CH2:46][CH2:47][C:43]([C:40]2[N:41]=[CH:42][C:37]([C:16]3[CH:15]=[CH:14][C:13]([C@@H:11]([N:7]4[CH2:6][CH2:5][C@:4]([CH2:3][C:2]([OH:1])([CH3:34])[CH3:35])([C:28]5[CH:33]=[CH:32][CH:31]=[CH:30][CH:29]=5)[O:9][C:8]4=[O:10])[CH3:12])=[CH:18][CH:17]=3)=[CH:38][CH:39]=2)([CH3:50])[C:44]1=[O:49]. The yield is 0.650.